From a dataset of Catalyst prediction with 721,799 reactions and 888 catalyst types from USPTO. Predict which catalyst facilitates the given reaction. (1) Product: [CH2:1]([C:3]1[CH:4]=[N:5][C:6]([N:9]2[C:15]([CH3:16])=[CH:14][C:11]([CH3:12])=[N:10]2)=[N:7][CH:8]=1)[CH3:2]. The catalyst class is: 6. Reactant: [CH2:1]([C:3]1[CH:4]=[N:5][C:6]([NH:9][NH2:10])=[N:7][CH:8]=1)[CH3:2].[C:11]([CH2:14][C:15](=O)[CH3:16])(=O)[CH3:12].Cl.[OH-].[Na+]. (2) Reactant: FC1C=C([C:12]2[N:17]=[C:16]3[N:18]([CH2:21][C:22]4[CH:23]=[C:24]5[C:29](=[CH:30][CH:31]=4)[N:28]=[CH:27][CH:26]=[CH:25]5)[N:19]=[N:20][C:15]3=[CH:14][CH:13]=2)C=CC=1C(NC)=O.[O:32]1[CH2:37][CH2:36][N:35]([C:38]2[N:43]=[CH:42][C:41](B(O)O)=[CH:40][CH:39]=2)[CH2:34][CH2:33]1.C(=O)([O-])[O-].[K+].[K+].O1CCOCC1. Product: [N:28]1[C:29]2[C:24](=[CH:23][C:22]([CH2:21][N:18]3[C:16]4=[N:17][C:12]([C:41]5[CH:40]=[CH:39][C:38]([N:35]6[CH2:36][CH2:37][O:32][CH2:33][CH2:34]6)=[N:43][CH:42]=5)=[CH:13][CH:14]=[C:15]4[N:20]=[N:19]3)=[CH:31][CH:30]=2)[CH:25]=[CH:26][CH:27]=1. The catalyst class is: 103.